This data is from Reaction yield outcomes from USPTO patents with 853,638 reactions. The task is: Predict the reaction yield, written as a fraction of the theoretical maximum amount of product (1.0 means a 100% yield; for example, 0.34 means a 34% yield). (1) The reactants are [F:1][C:2]1[CH:3]=[CH:4][CH:5]=[C:6]2[C:10]=1[N:9]([CH3:11])[CH:8]=[C:7]2[CH2:12][NH:13][CH3:14].CNCC1C2C=CC=CC=2N2CCCC=12.[NH2:30][C:31]1[N:36]=[CH:35][C:34](/[CH:37]=[CH:38]/[C:39]([OH:41])=O)=[CH:33][CH:32]=1.Cl.O=C1NC2N=CC(/C=C/C(O)=O)=CC=2CC1. No catalyst specified. The product is [NH2:30][C:31]1[N:36]=[CH:35][C:34](/[CH:37]=[CH:38]/[C:39]([N:13]([CH2:12][C:7]2[C:6]3[C:10](=[C:2]([F:1])[CH:3]=[CH:4][CH:5]=3)[N:9]([CH3:11])[CH:8]=2)[CH3:14])=[O:41])=[CH:33][CH:32]=1. The yield is 0.270. (2) The reactants are [F:1][C:2]1[CH:7]=[CH:6][C:5]([NH:8][C:9](=[O:29])[CH2:10][C:11]([NH:13][C:14]2[CH:19]=[CH:18][C:17]([O:20][C:21]3[CH:26]=[CH:25][N:24]=[C:23]([NH2:27])[CH:22]=3)=[CH:16][C:15]=2[F:28])=[O:12])=[CH:4][CH:3]=1.C(N(CC)CC)C.[CH:37]1([C:40](Cl)=[O:41])[CH2:39][CH2:38]1.[OH-].[Na+]. The catalyst is CN(C)C=O.CO. The product is [F:1][C:2]1[CH:3]=[CH:4][C:5]([NH:8][C:9](=[O:29])[CH2:10][C:11]([NH:13][C:14]2[CH:19]=[CH:18][C:17]([O:20][C:21]3[CH:26]=[CH:25][N:24]=[C:23]([NH:27][C:40]([CH:37]4[CH2:39][CH2:38]4)=[O:41])[CH:22]=3)=[CH:16][C:15]=2[F:28])=[O:12])=[CH:6][CH:7]=1. The yield is 0.390. (3) The reactants are [Cl:1][C:2]1[CH:10]=[C:9]([Cl:11])[C:5]([C:6]([OH:8])=[O:7])=[C:4]([N+:12]([O-:14])=[O:13])[C:3]=1[O:15][CH3:16].[CH3:17]C(C)=O.C([O-])([O-])=O.[K+].[K+].IC. The catalyst is O. The product is [Cl:1][C:2]1[CH:10]=[C:9]([Cl:11])[C:5]([C:6]([O:8][CH3:17])=[O:7])=[C:4]([N+:12]([O-:14])=[O:13])[C:3]=1[O:15][CH3:16]. The yield is 0.910.